From a dataset of Catalyst prediction with 721,799 reactions and 888 catalyst types from USPTO. Predict which catalyst facilitates the given reaction. (1) Reactant: [Cl:1][C:2]1[CH:3]=[CH:4][C:5]([O:35][CH2:36][CH:37]([CH3:39])[CH3:38])=[C:6]([CH2:8][N:9]2[C:13]([CH3:14])=[CH:12][C:11]([C:15]([NH:17][C:18]3[CH:19]=[C:20]4[C:25](=[CH:26][CH:27]=3)[CH2:24][N:23](C(OC(C)(C)C)=O)[CH2:22][CH2:21]4)=[O:16])=[N:10]2)[CH:7]=1.FC(F)(F)C(O)=O. Product: [ClH:1].[Cl:1][C:2]1[CH:3]=[CH:4][C:5]([O:35][CH2:36][CH:37]([CH3:39])[CH3:38])=[C:6]([CH2:8][N:9]2[C:13]([CH3:14])=[CH:12][C:11]([C:15]([NH:17][C:18]3[CH:19]=[C:20]4[C:25](=[CH:26][CH:27]=3)[CH2:24][NH:23][CH2:22][CH2:21]4)=[O:16])=[N:10]2)[CH:7]=1. The catalyst class is: 2. (2) Reactant: [CH2:1]([N:8]1[CH2:12][CH:11]([C:13]2[CH:18]=[CH:17][C:16]([Cl:19])=[C:15]([Cl:20])[CH:14]=2)[CH:10]([CH:21]([OH:24])[CH2:22][CH3:23])[CH2:9]1)[C:2]1[CH:7]=[CH:6][CH:5]=[CH:4][CH:3]=1.Cl[C:26]1[CH:33]=[CH:32][C:29]([C:30]#[N:31])=[CH:28][N:27]=1.[H-].[Na+]. The catalyst class is: 3. Product: [CH2:1]([N:8]1[CH2:12][CH:11]([C:13]2[CH:18]=[CH:17][C:16]([Cl:19])=[C:15]([Cl:20])[CH:14]=2)[CH:10]([CH:21]([O:24][C:26]2[CH:33]=[CH:32][C:29]([C:30]#[N:31])=[CH:28][N:27]=2)[CH2:22][CH3:23])[CH2:9]1)[C:2]1[CH:3]=[CH:4][CH:5]=[CH:6][CH:7]=1. (3) Reactant: C(Cl)(=O)C(Cl)=O.CS(C)=O.[C:11]([Si:15]([CH3:42])([CH3:41])[O:16][C:17]1[CH:22]=[CH:21][C:20]([C:23]2[C:27]([C:28]3[CH:33]=[CH:32][CH:31]=[CH:30][CH:29]=3)=[C:26]([C:34]3([CH:37]([OH:40])[CH2:38][CH3:39])[CH2:36][CH2:35]3)[O:25][N:24]=2)=[CH:19][CH:18]=1)([CH3:14])([CH3:13])[CH3:12].C(N(CC)CC)C. Product: [C:11]([Si:15]([CH3:42])([CH3:41])[O:16][C:17]1[CH:18]=[CH:19][C:20]([C:23]2[C:27]([C:28]3[CH:33]=[CH:32][CH:31]=[CH:30][CH:29]=3)=[C:26]([C:34]3([C:37](=[O:40])[CH2:38][CH3:39])[CH2:36][CH2:35]3)[O:25][N:24]=2)=[CH:21][CH:22]=1)([CH3:12])([CH3:14])[CH3:13]. The catalyst class is: 46. (4) Reactant: [F:1][C:2]1[CH:7]=[CH:6][CH:5]=[CH:4][C:3]=1[C:8]1[CH:13]=[C:12]([F:14])[CH:11]=[CH:10][C:9]=1[N+:15]([O-])=O.C1(P(C2C=CC=CC=2)C2C=CC=CC=2)C=CC=CC=1. Product: [F:14][C:12]1[CH:11]=[CH:10][C:9]2[NH:15][C:4]3[C:3]([C:8]=2[CH:13]=1)=[C:2]([F:1])[CH:7]=[CH:6][CH:5]=3. The catalyst class is: 262. (5) Reactant: [O:1]=[C:2]1[N:8]([CH:9]2[CH2:14][CH2:13][N:12]([C:15]([O:17][C@@H:18]([C:36]([OH:38])=O)[CH2:19][C:20]3[CH:25]=[C:24]([CH3:26])[C:23]([O:27][CH2:28][C:29]4[CH:34]=[CH:33][CH:32]=[CH:31][CH:30]=4)=[C:22]([Cl:35])[CH:21]=3)=[O:16])[CH2:11][CH2:10]2)[CH2:7][CH2:6][C:5]2[CH:39]=[CH:40][CH:41]=[CH:42][C:4]=2[NH:3]1.CN(C(ON1N=NC2C=CC=CC1=2)=[N+](C)C)C.[B-](F)(F)(F)F.C(N(CC)CC)C.[O:72]1[CH2:77][CH2:76][CH:75]([N:78]2[CH2:83][CH2:82][NH:81][CH2:80][CH2:79]2)[CH2:74][CH2:73]1. Product: [O:1]=[C:2]1[N:8]([CH:9]2[CH2:14][CH2:13][N:12]([C:15]([O:17][C@H:18]([CH2:19][C:20]3[CH:25]=[C:24]([CH3:26])[C:23]([O:27][CH2:28][C:29]4[CH:34]=[CH:33][CH:32]=[CH:31][CH:30]=4)=[C:22]([Cl:35])[CH:21]=3)[C:36](=[O:38])[N:81]3[CH2:80][CH2:79][N:78]([CH:75]4[CH2:76][CH2:77][O:72][CH2:73][CH2:74]4)[CH2:83][CH2:82]3)=[O:16])[CH2:11][CH2:10]2)[CH2:7][CH2:6][C:5]2[CH:39]=[CH:40][CH:41]=[CH:42][C:4]=2[NH:3]1. The catalyst class is: 3. (6) Reactant: [CH3:1][C:2]1[CH:7]=[CH:6][C:5]([CH2:8][N:9]([CH:22]2[CH2:27][CH2:26][N:25]([CH3:28])[CH2:24][CH2:23]2)[C:10](=[O:21])[CH2:11][C:12]2[CH:17]=[CH:16][C:15]([O:18]C)=[C:14]([OH:20])[CH:13]=2)=[CH:4][CH:3]=1.B(Br)(Br)Br. Product: [CH3:1][C:2]1[CH:3]=[CH:4][C:5]([CH2:8][N:9]([CH:22]2[CH2:27][CH2:26][N:25]([CH3:28])[CH2:24][CH2:23]2)[C:10](=[O:21])[CH2:11][C:12]2[CH:17]=[CH:16][C:15]([OH:18])=[C:14]([OH:20])[CH:13]=2)=[CH:6][CH:7]=1. The catalyst class is: 2. (7) Reactant: [Cl:1][C:2]1[CH:7]=[CH:6][C:5]([C:8]2[C:12]([C:13]3[CH:18]=[CH:17][N:16]=[CH:15][N:14]=3)=[C:11]([CH:19]3[CH2:24][CH2:23][N:22]([CH:25]4[CH2:29][CH2:28][CH2:27][CH:26]4[OH:30])[CH2:21][CH2:20]3)[NH:10][N:9]=2)=[CH:4][CH:3]=1.[C:31]([OH:38])(=[O:37])/[CH:32]=[CH:33]/[C:34]([OH:36])=[O:35]. Product: [C:31]([OH:38])(=[O:37])/[CH:32]=[CH:33]/[C:34]([OH:36])=[O:35].[Cl:1][C:2]1[CH:3]=[CH:4][C:5]([C:8]2[C:12]([C:13]3[CH:18]=[CH:17][N:16]=[CH:15][N:14]=3)=[C:11]([CH:19]3[CH2:20][CH2:21][N:22]([CH:25]4[CH2:29][CH2:28][CH2:27][CH:26]4[OH:30])[CH2:23][CH2:24]3)[NH:10][N:9]=2)=[CH:6][CH:7]=1. The catalyst class is: 5. (8) Reactant: [OH:1][C:2]1[CH:3]=[C:4]2[C:9](=[O:10])[N:8]([CH2:11][CH:12]([CH3:14])[CH3:13])[C:6](=[O:7])[C:5]2=[CH:15][CH:16]=1.Br[CH:18]([CH3:20])[CH3:19].C(=O)([O-])[O-].[K+].[K+]. Product: [CH2:11]([N:8]1[C:9](=[O:10])[C:4]2=[CH:3][C:2]([O:1][CH:18]([CH3:20])[CH3:19])=[CH:16][CH:15]=[C:5]2[C:6]1=[O:7])[CH:12]([CH3:13])[CH3:14]. The catalyst class is: 9.